This data is from Peptide-MHC class I binding affinity with 185,985 pairs from IEDB/IMGT. The task is: Regression. Given a peptide amino acid sequence and an MHC pseudo amino acid sequence, predict their binding affinity value. This is MHC class I binding data. (1) The MHC is H-2-Db with pseudo-sequence H-2-Db. The peptide sequence is NMWKNNMV. The binding affinity (normalized) is 0. (2) The peptide sequence is KELYPLTSL. The MHC is Mamu-A11 with pseudo-sequence Mamu-A11. The binding affinity (normalized) is 1.00. (3) The peptide sequence is STLNFNNLY. The MHC is HLA-A23:01 with pseudo-sequence HLA-A23:01. The binding affinity (normalized) is 0. (4) The peptide sequence is IQYPTAWQS. The MHC is HLA-A02:01 with pseudo-sequence HLA-A02:01. The binding affinity (normalized) is 0.0455. (5) The binding affinity (normalized) is 0.590. The peptide sequence is FQYEHEQTF. The MHC is HLA-B15:01 with pseudo-sequence HLA-B15:01. (6) The peptide sequence is LPSFGVSGI. The MHC is HLA-B53:01 with pseudo-sequence HLA-B53:01. The binding affinity (normalized) is 0.189. (7) The peptide sequence is GFKLRSAVM. The MHC is HLA-A25:01 with pseudo-sequence HLA-A25:01. The binding affinity (normalized) is 0.0847. (8) The peptide sequence is LVTLPVYSK. The MHC is HLA-A02:02 with pseudo-sequence HLA-A02:02. The binding affinity (normalized) is 0.